This data is from Peptide-MHC class I binding affinity with 185,985 pairs from IEDB/IMGT. The task is: Regression. Given a peptide amino acid sequence and an MHC pseudo amino acid sequence, predict their binding affinity value. This is MHC class I binding data. The peptide sequence is LTTLATIST. The MHC is HLA-A02:01 with pseudo-sequence HLA-A02:01. The binding affinity (normalized) is 0.174.